Task: Predict which catalyst facilitates the given reaction.. Dataset: Catalyst prediction with 721,799 reactions and 888 catalyst types from USPTO (1) Reactant: [Cl:1][C:2]1[C:3]([NH:26][C:27]2[CH:32]=[CH:31][CH:30]=[CH:29][C:28]=2[S:33]([CH:36]([CH3:38])[CH3:37])(=[O:35])=[O:34])=[N:4][C:5]([NH:8][C:9]([N:11]2[C:20]3[C:15](=[CH:16][CH:17]=[C:18]([CH:21](OC)[O:22]C)[N:19]=3)[CH2:14][CH2:13][CH2:12]2)=[O:10])=[N:6][CH:7]=1.Cl. Product: [Cl:1][C:2]1[C:3]([NH:26][C:27]2[CH:32]=[CH:31][CH:30]=[CH:29][C:28]=2[S:33]([CH:36]([CH3:38])[CH3:37])(=[O:35])=[O:34])=[N:4][C:5]([NH:8][C:9]([N:11]2[C:20]3[C:15](=[CH:16][CH:17]=[C:18]([CH:21]=[O:22])[N:19]=3)[CH2:14][CH2:13][CH2:12]2)=[O:10])=[N:6][CH:7]=1. The catalyst class is: 6. (2) Reactant: [F:1][C:2]1[CH:10]=[C:9]2[C:5]([CH2:6][CH2:7][N:8]2[CH:11]2[CH2:16][CH2:15][N:14]([C:17]([NH:19][C:20]3[S:21][CH:22]=[C:23]([C:25](OCC)=[O:26])[N:24]=3)=[O:18])[CH2:13][CH2:12]2)=[CH:4][CH:3]=1.CC(C[AlH]CC(C)C)C.C(O)(=O)C(C(C(O)=O)O)O.[Na]. Product: [F:1][C:2]1[CH:10]=[C:9]2[C:5]([CH2:6][CH2:7][N:8]2[CH:11]2[CH2:16][CH2:15][N:14]([C:17]([NH:19][C:20]3[S:21][CH:22]=[C:23]([CH2:25][OH:26])[N:24]=3)=[O:18])[CH2:13][CH2:12]2)=[CH:4][CH:3]=1. The catalyst class is: 2. (3) Reactant: [CH2:1]1[CH2:12][CH2:11][CH2:10][CH2:9][CH2:8][CH2:7][CH2:6][CH2:5][CH2:4][CH2:3][CH2:2]1.[OH:13]N1C(=O)C2=CC=CC=C2C1=O.N(OC(C)(C)C)=O.S(=O)(=O)(O)O.[OH-].[Na+].C1(=NO)CCCCCCCCCCC1.[N+](C1CCCCCCCCCCC1)([O-])=O. Product: [C:1]1(=[O:13])[CH2:12][CH2:11][CH2:10][CH2:9][CH2:8][CH2:7][CH2:6][CH2:5][CH2:4][CH2:3][CH2:2]1. The catalyst class is: 15. (4) Reactant: [C:1]([O:5][C:6]([NH:8][C@@H:9]([CH3:24])[CH2:10][N:11]1[C:19]2[C:14](=[CH:15][CH:16]=[C:17]3[CH:23]=[CH:22][CH:21]=[CH:20][C:18]3=2)[CH:13]=[CH:12]1)=[O:7])([CH3:4])([CH3:3])[CH3:2].C([BH3-])#N.[Na+]. Product: [C:1]([O:5][C:6]([NH:8][C@@H:9]([CH3:24])[CH2:10][N:11]1[C:19]2[C:14](=[CH:15][CH:16]=[C:17]3[CH:23]=[CH:22][CH:21]=[CH:20][C:18]3=2)[CH2:13][CH2:12]1)=[O:7])([CH3:4])([CH3:2])[CH3:3]. The catalyst class is: 15.